The task is: Predict the reaction yield, written as a fraction of the theoretical maximum amount of product (1.0 means a 100% yield; for example, 0.34 means a 34% yield).. This data is from Reaction yield outcomes from USPTO patents with 853,638 reactions. (1) The reactants are [C:1]([O:5][C:6]([N:8]1[C:16]2[C:11](=[CH:12][C:13]([CH:17]=[CH2:18])=[CH:14][CH:15]=2)[CH2:10][CH2:9]1)=[O:7])([CH3:4])([CH3:3])[CH3:2].Br[CH:20]([C:25]1[CH:26]=[C:27]([Cl:33])[C:28]([F:32])=[C:29]([Cl:31])[CH:30]=1)[C:21]([F:24])([F:23])[F:22].N1C=CC=CC=1C1C=CC=CN=1. The catalyst is Cl[Cu]. The product is [Cl:31][C:29]1[CH:30]=[C:25]([CH:20]([C:21]([F:24])([F:23])[F:22])/[CH:18]=[CH:17]/[C:13]2[CH:12]=[C:11]3[C:16](=[CH:15][CH:14]=2)[N:8]([C:6]([O:5][C:1]([CH3:4])([CH3:3])[CH3:2])=[O:7])[CH2:9][CH2:10]3)[CH:26]=[C:27]([Cl:33])[C:28]=1[F:32]. The yield is 0.610. (2) The reactants are C([NH:5][S:6]([C:9]1[S:10][C:11]([C:14]2[CH:19]=[C:18]([C:20]3[N:25]=[C:24]([CH:26]([F:28])[F:27])[CH:23]=[C:22]([C:29]4[CH:34]=[CH:33][C:32]([C:35]([F:38])([F:37])[F:36])=[CH:31][CH:30]=4)[N:21]=3)[CH:17]=[CH:16][N:15]=2)=[CH:12][CH:13]=1)(=[O:8])=[O:7])(C)(C)C.C(O)(C(F)(F)F)=O. The catalyst is ClCCl. The product is [F:28][CH:26]([F:27])[C:24]1[CH:23]=[C:22]([C:29]2[CH:30]=[CH:31][C:32]([C:35]([F:36])([F:37])[F:38])=[CH:33][CH:34]=2)[N:21]=[C:20]([C:18]2[CH:17]=[CH:16][N:15]=[C:14]([C:11]3[S:10][C:9]([S:6]([NH2:5])(=[O:7])=[O:8])=[CH:13][CH:12]=3)[CH:19]=2)[N:25]=1. The yield is 0.200. (3) The reactants are Br[C:2]1[CH:3]=[CH:4][C:5]2[C:11]3[S:12][C:13]([C:15]([N:17]([C:19]4[CH:24]=[C:23]([C:25](=[O:31])[N:26]([CH2:28][CH2:29][OH:30])[CH3:27])[CH:22]=[CH:21][C:20]=4[Cl:32])[CH3:18])=[O:16])=[CH:14][C:10]=3[CH2:9][CH2:8][O:7][C:6]=2[CH:33]=1.CC1(C)C2C(=C(P(C3C=CC=CC=3)C3C=CC=CC=3)C=CC=2)[O:55][C:37]2C(P(C3C=CC=CC=3)C3C=CC=CC=3)=CC=CC1=2.[CH3:76][S:77]([CH2:80][CH2:81][NH2:82])(=[O:79])=[O:78].Cl.C([O-])([O-])=O.[Na+].[Na+]. The catalyst is C1(C)C=CC=CC=1.CC([O-])=O.CC([O-])=O.[Pd+2]. The product is [Cl:32][C:20]1[CH:21]=[CH:22][C:23]([C:25](=[O:31])[N:26]([CH2:28][CH2:29][OH:30])[CH3:27])=[CH:24][C:19]=1[N:17]([CH3:18])[C:15]([C:13]1[S:12][C:11]2[C:5]3[CH:4]=[CH:3][C:2]([C:37]([NH:82][CH2:81][CH2:80][S:77]([CH3:76])(=[O:79])=[O:78])=[O:55])=[CH:33][C:6]=3[O:7][CH2:8][CH2:9][C:10]=2[CH:14]=1)=[O:16]. The yield is 0.120. (4) The reactants are CC(N=NC(C#N)(C)C)(C#N)C.[CH3:13][C:14]1[CH:15]=[CH:16][C:17]([C:20]#[N:21])=[N:18][CH:19]=1.C1C(=O)N([Br:29])C(=O)C1. The catalyst is C(Cl)(Cl)(Cl)Cl. The product is [Br:29][CH2:13][C:14]1[CH:15]=[CH:16][C:17]([C:20]#[N:21])=[N:18][CH:19]=1. The yield is 0.440.